Task: Predict the reactants needed to synthesize the given product.. Dataset: Full USPTO retrosynthesis dataset with 1.9M reactions from patents (1976-2016) (1) The reactants are: [C:1]([C:3]1[C:11]2[C:6](=[CH:7][C:8]([C:12](Cl)=[O:13])=[CH:9][CH:10]=2)[N:5]([CH2:15][CH3:16])[CH:4]=1)#[N:2].[NH2:17][C:18]1[CH:23]=[CH:22][CH:21]=[CH:20][CH:19]=1.CCOC(C)=O.C(Cl)Cl. Given the product [C:18]1([NH:17][C:12]([C:8]2[CH:7]=[C:6]3[C:11]([C:3]([C:1]#[N:2])=[CH:4][N:5]3[CH2:15][CH3:16])=[CH:10][CH:9]=2)=[O:13])[CH:23]=[CH:22][CH:21]=[CH:20][CH:19]=1, predict the reactants needed to synthesize it. (2) Given the product [Cl:1][C:2]1[CH:3]=[C:4]([C:8]2[N:16]=[C:15]([C:17]#[N:18])[N:14]=[C:13]3[C:9]=2[N:10]([CH2:28][C@H:29]2[CH2:30][CH2:31][C@H:32]([CH3:35])[CH2:33][CH2:34]2)[C:11]([CH:19]([C:21]2[CH:26]=[CH:25][CH:24]=[CH:23][C:22]=2[F:27])[CH3:20])=[N:12]3)[CH:5]=[N:6][CH:7]=1, predict the reactants needed to synthesize it. The reactants are: [Cl:1][C:2]1[CH:3]=[C:4]([C:8]2[N:16]=[C:15]([C:17]#[N:18])[N:14]=[C:13]3[C:9]=2[N:10]([CH2:28][C@H:29]2[CH2:34][CH2:33][C@H:32]([CH3:35])[CH2:31][CH2:30]2)[C:11]([C:19]([C:21]2[CH:26]=[CH:25][CH:24]=[CH:23][C:22]=2[F:27])=[CH2:20])=[N:12]3)[CH:5]=[N:6][CH:7]=1. (3) Given the product [CH3:21][C:22]1([CH3:29])[C:26]([CH3:28])([CH3:27])[O:25][B:24]([C:2]2[CH:7]=[CH:6][C:5]([CH:8]3[CH2:13][CH2:12][N:11]([C:14]([O:16][C:17]([CH3:20])([CH3:19])[CH3:18])=[O:15])[CH2:10][CH2:9]3)=[CH:4][CH:3]=2)[O:23]1, predict the reactants needed to synthesize it. The reactants are: Br[C:2]1[CH:7]=[CH:6][C:5]([CH:8]2[CH2:13][CH2:12][N:11]([C:14]([O:16][C:17]([CH3:20])([CH3:19])[CH3:18])=[O:15])[CH2:10][CH2:9]2)=[CH:4][CH:3]=1.[CH3:21][C:22]1([CH3:29])[C:26]([CH3:28])([CH3:27])[O:25][BH:24][O:23]1.C(N(CC)CC)C.C1(P(C2CCCCC2)C2C=CC=CC=2C2C(OC)=CC=CC=2OC)CCCCC1.